Dataset: Reaction yield outcomes from USPTO patents with 853,638 reactions. Task: Predict the reaction yield, written as a fraction of the theoretical maximum amount of product (1.0 means a 100% yield; for example, 0.34 means a 34% yield). (1) The reactants are [Br:1]Br.[OH-].[Na+].C([C:8]1[C:9]([Br:19])=[N:10][S:11][C:12]=1[NH:13][C:14]([CH:16]1[CH2:18][CH2:17]1)=[O:15])(=O)C.O1CCOCC1.S(=O)(O)[O-].[Na+].Cl. No catalyst specified. The product is [Br:19][C:9]1[C:8]([Br:1])=[C:12]([NH:13][C:14]([CH:16]2[CH2:18][CH2:17]2)=[O:15])[S:11][N:10]=1. The yield is 0.550. (2) The reactants are [CH:1]1([CH2:6][CH:7]([C:11]2[CH:16]=[CH:15][C:14]([S:17]([CH3:20])(=[O:19])=[O:18])=[CH:13][CH:12]=2)[C:8]([OH:10])=O)[CH2:5][CH2:4][CH2:3][CH2:2]1.F[P-](F)(F)(F)(F)F.N1(O[P+](N(C)C)(N(C)C)N(C)C)C2C=CC=CC=2N=N1.C(N(CC)CC)C.[NH2:55][C:56]1[S:57][C:58]2[CH:64]=[CH:63][CH:62]=[CH:61][C:59]=2[N:60]=1. The catalyst is C(Cl)Cl. The product is [S:57]1[C:58]2[CH:64]=[CH:63][CH:62]=[CH:61][C:59]=2[N:60]=[C:56]1[NH:55][C:8](=[O:10])[CH:7]([C:11]1[CH:16]=[CH:15][C:14]([S:17]([CH3:20])(=[O:19])=[O:18])=[CH:13][CH:12]=1)[CH2:6][CH:1]1[CH2:2][CH2:3][CH2:4][CH2:5]1. The yield is 0.660. (3) The reactants are [C:1]([O:5][C:6](=[O:20])[NH:7][C:8]1[S:9][C:10]2[CH:16]=[C:15]([CH2:17]Br)[CH:14]=[C:13]([Br:19])[C:11]=2[N:12]=1)([CH3:4])([CH3:3])[CH3:2].[NH:21]1[CH:25]=[CH:24][CH:23]=[N:22]1. The catalyst is CN(C=O)C. The product is [C:1]([O:5][C:6](=[O:20])[NH:7][C:8]1[S:9][C:10]2[CH:16]=[C:15]([CH2:17][N:21]3[CH:25]=[CH:24][CH:23]=[N:22]3)[CH:14]=[C:13]([Br:19])[C:11]=2[N:12]=1)([CH3:4])([CH3:3])[CH3:2]. The yield is 0.630. (4) The catalyst is [Pd]. The yield is 0.980. The product is [C:1]([O:4][C:5](=[O:33])[NH:6][CH2:7][CH2:8][CH2:9][CH2:10][C@H:11]([NH:29][C:30](=[O:32])[CH3:31])[C:12](=[O:28])[NH:13][CH2:14][CH2:15][NH:16][CH3:18])([CH3:2])([CH3:3])[CH3:34]. The reactants are [CH:1]([O:4][C:5](=[O:33])[NH:6][CH2:7][CH2:8][CH2:9][CH2:10][C@H:11]([NH:29][C:30](=[O:32])[CH3:31])[C:12](=[O:28])[NH:13][CH2:14][CH2:15][N:16]([C:18](OCC1C=CC=CC=1)=O)C)([CH3:3])[CH3:2].[CH3:34]O. (5) The reactants are Cl[C:2](=[N:13][OH:14])[C:3]1[CH:4]=[C:5]([CH:10]=[CH:11][CH:12]=1)[C:6]([O:8][CH3:9])=[O:7].[C:15]([C:17]1[CH:22]=[CH:21][C:20]([C:23]([F:26])([F:25])[F:24])=[CH:19][CH:18]=1)#[CH:16].C(N(CC)CC)C.O. The catalyst is O1CCCC1. The product is [F:24][C:23]([F:25])([F:26])[C:20]1[CH:19]=[CH:18][C:17]([C:15]2[O:14][N:13]=[C:2]([C:3]3[CH:4]=[C:5]([CH:10]=[CH:11][CH:12]=3)[C:6]([O:8][CH3:9])=[O:7])[CH:16]=2)=[CH:22][CH:21]=1. The yield is 0.470. (6) The reactants are [C:1]([O:5][C:6]([N:8]1[CH2:13][CH2:12][CH:11]([O:14][C:15]2[CH:16]=[C:17]([CH:21]=[CH:22][C:23]=2[O:24][CH3:25])[C:18](O)=[O:19])[CH2:10][CH2:9]1)=[O:7])([CH3:4])([CH3:3])[CH3:2].[NH2:26][C:27]1[CH:28]=[C:29]([NH:34][C:35](=[O:48])[C:36]2[CH:41]=[CH:40][CH:39]=[C:38]([N:42]3[CH2:47][CH2:46][O:45][CH2:44][CH2:43]3)[CH:37]=2)[CH:30]=[CH:31][C:32]=1[CH3:33]. No catalyst specified. The product is [CH3:33][C:32]1[CH:31]=[CH:30][C:29]([NH:34][C:35](=[O:48])[C:36]2[CH:41]=[CH:40][CH:39]=[C:38]([N:42]3[CH2:43][CH2:44][O:45][CH2:46][CH2:47]3)[CH:37]=2)=[CH:28][C:27]=1[NH:26][C:18](=[O:19])[C:17]1[CH:21]=[CH:22][C:23]([O:24][CH3:25])=[C:15]([O:14][CH:11]2[CH2:12][CH2:13][N:8]([C:6]([O:5][C:1]([CH3:3])([CH3:2])[CH3:4])=[O:7])[CH2:9][CH2:10]2)[CH:16]=1. The yield is 0.480. (7) The reactants are [CH2:1]([N:4]1[C:12]2[C:11](=[O:13])[NH:10][C:9](=[O:14])[NH:8][C:7]=2[N:6]=[CH:5]1)[CH:2]=[CH2:3].C1C(=O)N([Cl:22])C(=O)C1.CO. The catalyst is CN(C=O)C. The product is [Cl:22][C:5]1[N:4]([CH2:1][CH:2]=[CH2:3])[C:12]2[C:11](=[O:13])[NH:10][C:9](=[O:14])[NH:8][C:7]=2[N:6]=1. The yield is 0.620. (8) The reactants are C[Al](C)C.[CH3:5][N:6]([CH3:8])[NH2:7].C[O:10][C:11]([C:13]1[O:17][N:16]=[C:15]([O:18][CH2:19][C:20]2[C:21]([C:26]3[CH:31]=[CH:30][CH:29]=[CH:28][CH:27]=3)=[N:22][O:23][C:24]=2[CH3:25])[CH:14]=1)=O.[C@H](O)(C([O-])=O)[C@@H](O)C([O-])=O.[Na+].[K+]. The catalyst is O1CCOCC1. The product is [CH3:5][N:6]([CH3:8])[NH:7][C:11]([C:13]1[O:17][N:16]=[C:15]([O:18][CH2:19][C:20]2[C:21]([C:26]3[CH:31]=[CH:30][CH:29]=[CH:28][CH:27]=3)=[N:22][O:23][C:24]=2[CH3:25])[CH:14]=1)=[O:10]. The yield is 0.220.